From a dataset of CYP2D6 inhibition data for predicting drug metabolism from PubChem BioAssay. Regression/Classification. Given a drug SMILES string, predict its absorption, distribution, metabolism, or excretion properties. Task type varies by dataset: regression for continuous measurements (e.g., permeability, clearance, half-life) or binary classification for categorical outcomes (e.g., BBB penetration, CYP inhibition). Dataset: cyp2d6_veith. (1) The molecule is O=C(Oc1ccccc1)N1CCC2(CC1)CN(c1ccccc1)C2. The result is 0 (non-inhibitor). (2) The molecule is Cc1cccc(OCCn2c(-c3ccco3)nc3ccccc32)c1. The result is 1 (inhibitor). (3) The compound is O=C(Nc1nc2c(s1)CN(Cc1ccccc1)CC2)c1cccc(S(=O)(=O)N2CCc3ccccc32)c1. The result is 0 (non-inhibitor).